From a dataset of Full USPTO retrosynthesis dataset with 1.9M reactions from patents (1976-2016). Predict the reactants needed to synthesize the given product. (1) Given the product [CH3:12][N:2]([CH3:1])[C:3]1[CH:4]=[C:5]([CH:9]=[CH:10][CH:11]=1)[C:6]([NH:17][C:16]1[CH:18]=[CH:19][C:20]([CH3:21])=[C:14]([I:13])[CH:15]=1)=[O:8], predict the reactants needed to synthesize it. The reactants are: [CH3:1][N:2]([CH3:12])[C:3]1[CH:4]=[C:5]([CH:9]=[CH:10][CH:11]=1)[C:6]([OH:8])=O.[I:13][C:14]1[CH:15]=[C:16]([CH:18]=[CH:19][C:20]=1[CH3:21])[NH2:17]. (2) Given the product [CH2:38]([C:40]1[CH:41]=[CH:42][C:43]([CH2:10][NH:9][CH2:8][C@H:7]([NH:19][C:20](=[O:36])[CH2:21][NH:22][C:23](=[O:35])[C:24]2[CH:29]=[C:28]([C:30]([F:31])([F:32])[F:33])[CH:27]=[CH:26][C:25]=2[NH:34][C:20]([NH:19][CH:7]([CH3:8])[CH3:6])=[O:36])[C@@H:6]([OH:37])[CH2:23][CH2:24][CH3:25])=[CH:46][CH:47]=1)[CH3:39], predict the reactants needed to synthesize it. The reactants are: C(N[C:6](=[O:37])[C@@H:7]([NH:19][C:20](=[O:36])[CH2:21][NH:22][C:23](=[O:35])[C:24]1[CH:29]=[C:28]([C:30]([F:33])([F:32])[F:31])[CH:27]=[CH:26][C:25]=1[NH2:34])[CH2:8][NH:9][CH2:10]C1C=CC(Br)=CC=1C)(C)(C)C.[CH2:38]([C:40]1[CH:47]=[CH:46][C:43](C=O)=[CH:42][CH:41]=1)[CH3:39]. (3) Given the product [CH2:3]([N:10]([CH2:11][CH2:12][OH:13])[C:16](=[O:17])[CH2:15][CH2:21][Cl:20])[C:4]1[CH:9]=[CH:8][CH:7]=[CH:6][CH:5]=1, predict the reactants needed to synthesize it. The reactants are: [OH-].[Na+].[CH2:3]([NH:10][CH2:11][CH2:12][OH:13])[C:4]1[CH:9]=[CH:8][CH:7]=[CH:6][CH:5]=1.Cl[CH2:15][C:16](Cl)=[O:17].Cl.[Cl:20][CH2:21]Cl. (4) Given the product [NH:13]1[CH2:14][CH2:15][CH:10]([NH:9][C:7](=[O:8])[O:6][CH2:5][C:4]2[CH:3]=[C:2]([Cl:1])[CH:25]=[C:24]([Cl:26])[CH:23]=2)[CH2:11][CH2:12]1, predict the reactants needed to synthesize it. The reactants are: [Cl:1][C:2]1[CH:3]=[C:4]([CH:23]=[C:24]([Cl:26])[CH:25]=1)[CH2:5][O:6][C:7]([NH:9][CH:10]1[CH2:15][CH2:14][N:13](C(OC(C)(C)C)=O)[CH2:12][CH2:11]1)=[O:8].Cl.